Dataset: TCR-epitope binding with 47,182 pairs between 192 epitopes and 23,139 TCRs. Task: Binary Classification. Given a T-cell receptor sequence (or CDR3 region) and an epitope sequence, predict whether binding occurs between them. The epitope is WICLLQFAY. The TCR CDR3 sequence is CASSSRTGENSEAFF. Result: 1 (the TCR binds to the epitope).